From a dataset of Catalyst prediction with 721,799 reactions and 888 catalyst types from USPTO. Predict which catalyst facilitates the given reaction. Reactant: [C:1]([S:20][CH2:21][CH2:22][N:23]1[C:27]2[CH:28]=[CH:29][CH:30]=[CH:31][C:26]=2[N:25]=[C:24]1[C:32]([O:34]CC)=[O:33])([C:14]1[CH:19]=[CH:18][CH:17]=[CH:16][CH:15]=1)([C:8]1[CH:13]=[CH:12][CH:11]=[CH:10][CH:9]=1)[C:2]1[CH:7]=[CH:6][CH:5]=[CH:4][CH:3]=1.CO.[Li+:39].[OH-]. Product: [C:1]([S:20][CH2:21][CH2:22][N:23]1[C:27]2[CH:28]=[CH:29][CH:30]=[CH:31][C:26]=2[N:25]=[C:24]1[C:32]([O-:34])=[O:33])([C:8]1[CH:13]=[CH:12][CH:11]=[CH:10][CH:9]=1)([C:2]1[CH:3]=[CH:4][CH:5]=[CH:6][CH:7]=1)[C:14]1[CH:15]=[CH:16][CH:17]=[CH:18][CH:19]=1.[Li+:39]. The catalyst class is: 20.